Predict the reaction yield, written as a fraction of the theoretical maximum amount of product (1.0 means a 100% yield; for example, 0.34 means a 34% yield). From a dataset of Reaction yield outcomes from USPTO patents with 853,638 reactions. (1) The reactants are [Br:1][C:2]1[CH:7]=[CH:6][C:5]([CH:8]([OH:13])[CH2:9][CH2:10][CH2:11]Cl)=[CH:4][CH:3]=1.[OH-].[Na+]. The catalyst is O1CCCC1. The product is [Br:1][C:2]1[CH:7]=[CH:6][C:5]([CH:8]2[CH2:9][CH2:10][CH2:11][O:13]2)=[CH:4][CH:3]=1. The yield is 1.00. (2) The reactants are Br[C:2]1[CH:3]=[C:4]2[C:9](=[CH:10][CH:11]=1)[N:8]([C:12](=[O:14])[CH3:13])[C@@H:7]([CH3:15])[CH2:6][NH:5]2.CC1(C)C(C)(C)OB([C:24]2[CH:44]=[CH:43][C:27]([C:28]([N:30]3[CH2:35][CH2:34][N:33]([C:36]([O:38][C:39]([CH3:42])([CH3:41])[CH3:40])=[O:37])[CH2:32][CH2:31]3)=[O:29])=[CH:26][CH:25]=2)O1.C(=O)(O)[O-].[Na+]. The catalyst is O1CCOCC1.C1(C=CC=CC=1)[P](C1C=CC=CC=1)(C1C=CC=CC=1)[Pd][P](C1C=CC=CC=1)(C1C=CC=CC=1)C1C=CC=CC=1. The product is [C:12]([N:8]1[C:9]2[C:4](=[CH:3][C:2]([C:24]3[CH:44]=[CH:43][C:27]([C:28]([N:30]4[CH2:31][CH2:32][N:33]([C:36]([O:38][C:39]([CH3:40])([CH3:42])[CH3:41])=[O:37])[CH2:34][CH2:35]4)=[O:29])=[CH:26][CH:25]=3)=[CH:11][CH:10]=2)[NH:5][CH2:6][C@@H:7]1[CH3:15])(=[O:14])[CH3:13]. The yield is 0.830. (3) The reactants are [F:1][C:2]1[C:3]([C:9]([F:12])([F:11])[F:10])=[C:4](Br)[CH:5]=[CH:6][CH:7]=1.[Li].B(OC)(OC)[O:15]C.[OH-].[Na+].OO. The catalyst is O1CCCC1.C(OCC)C. The product is [F:1][C:2]1[C:3]([C:9]([F:12])([F:11])[F:10])=[C:4]([OH:15])[CH:5]=[CH:6][CH:7]=1. The yield is 0.400. (4) The reactants are [Br:1][C:2]1[CH:17]=[CH:16][C:5]2[C:6]3[N:7]=[C:8]([NH:14][NH2:15])[S:9][C:10]=3[CH2:11][CH2:12][O:13][C:4]=2[CH:3]=1.CN(C)/[CH:20]=[N:21]/[C:22](=O)[C:23]1[CH:28]=[CH:27][C:26]([F:29])=[CH:25][C:24]=1[F:30]. The catalyst is C(O)(=O)C. The product is [Br:1][C:2]1[CH:17]=[CH:16][C:5]2[C:6]3[N:7]=[C:8]([N:14]4[C:22]([C:23]5[CH:28]=[CH:27][C:26]([F:29])=[CH:25][C:24]=5[F:30])=[N:21][CH:20]=[N:15]4)[S:9][C:10]=3[CH2:11][CH2:12][O:13][C:4]=2[CH:3]=1. The yield is 0.650. (5) The reactants are [CH3:1][C:2]1[O:6][N:5]=[C:4]([C:7]2[CH:12]=[CH:11][CH:10]=[CH:9][CH:8]=2)[C:3]=1[CH2:13][O:14][C:15]1[CH:23]=[CH:22][C:18]([C:19]([OH:21])=O)=[CH:17][N:16]=1.[CH3:24][C:25]1([NH2:29])[CH2:28][O:27][CH2:26]1. No catalyst specified. The product is [CH3:24][C:25]1([NH:29][C:19](=[O:21])[C:18]2[CH:22]=[CH:23][C:15]([O:14][CH2:13][C:3]3[C:4]([C:7]4[CH:8]=[CH:9][CH:10]=[CH:11][CH:12]=4)=[N:5][O:6][C:2]=3[CH3:1])=[N:16][CH:17]=2)[CH2:28][O:27][CH2:26]1. The yield is 0.0800. (6) The reactants are [CH3:1][C:2]([CH3:14])([CH3:13])[C:3]([NH:5][C:6]1[CH:11]=[CH:10][CH:9]=[CH:8][C:7]=1[CH3:12])=O.[Li]CCCC.[NH4+].[Cl-]. The catalyst is C1COCC1. The product is [C:2]([C:3]1[NH:5][C:6]2[C:7]([CH:12]=1)=[CH:8][CH:9]=[CH:10][CH:11]=2)([CH3:14])([CH3:13])[CH3:1]. The yield is 0.880. (7) The reactants are [H-].[Al+3].[Li+].[H-].[H-].[H-].[NH:7]([S:14]([C:17]1[CH:26]=[CH:25][C:24]([O:27][CH3:28])=[C:23]2[C:18]=1[CH2:19][CH2:20][C@H:21]([NH:29][C:30](=O)OCC)[CH2:22]2)(=[O:16])=[O:15])[C:8]1[CH:13]=[CH:12][CH:11]=[CH:10][CH:9]=1. The catalyst is C1COCC1. The product is [CH3:28][O:27][C:24]1[C:23]2[CH2:22][C@@H:21]([NH:29][CH3:30])[CH2:20][CH2:19][C:18]=2[C:17]([S:14]([NH:7][C:8]2[CH:9]=[CH:10][CH:11]=[CH:12][CH:13]=2)(=[O:15])=[O:16])=[CH:26][CH:25]=1. The yield is 0.530. (8) The product is [CH3:42][C@@H:37]1[CH2:38][O:39][CH2:40][CH2:41][N:36]1[C:34]1[CH:33]=[C:32]([C:43]2([S@:46]([CH3:49])(=[NH:48])=[O:47])[CH2:44][CH2:45]2)[N:31]=[C:30]([C:9]2[CH:14]=[CH:13][N:12]=[C:11]3[N:15]([S:18]([C:21]4[CH:22]=[CH:23][C:24]([CH3:25])=[CH:26][CH:27]=4)(=[O:19])=[O:20])[CH:16]=[CH:17][C:10]=23)[N:35]=1. The reactants are CC1(C)C(C)(C)OB([C:9]2[CH:14]=[CH:13][N:12]=[C:11]3[N:15]([S:18]([C:21]4[CH:27]=[CH:26][C:24]([CH3:25])=[CH:23][CH:22]=4)(=[O:20])=[O:19])[CH:16]=[CH:17][C:10]=23)O1.Cl[C:30]1[N:35]=[C:34]([N:36]2[CH2:41][CH2:40][O:39][CH2:38][C@H:37]2[CH3:42])[CH:33]=[C:32]([C:43]2([S@:46]([CH3:49])(=[NH:48])=[O:47])[CH2:45][CH2:44]2)[N:31]=1.C(=O)([O-])[O-].[Na+].[Na+]. The yield is 0.390. The catalyst is COCCOC.COCCOC.O.CCOC(C)=O.Cl[Pd](Cl)([P](C1C=CC=CC=1)(C1C=CC=CC=1)C1C=CC=CC=1)[P](C1C=CC=CC=1)(C1C=CC=CC=1)C1C=CC=CC=1. (9) The reactants are [C:1]([NH:20][CH2:21][CH2:22]O)([C:14]1[CH:19]=[CH:18][CH:17]=[CH:16][CH:15]=1)([C:8]1[CH:13]=[CH:12][CH:11]=[CH:10][CH:9]=1)[C:2]1[CH:7]=[CH:6][CH:5]=[CH:4][CH:3]=1.C1(P(C2C=CC=CC=2)C2C=CC=CC=2)C=CC=CC=1.N(C(OC(C)C)=O)=NC(OC(C)C)=O.[Cl:57][C:58]1[CH:59]=[C:60]([N:65]2[C:69](=[O:70])[O:68][N:67]=[C:66]2[C:71]2[C:72]([NH:76]C(=O)C(F)(F)F)=[N:73][O:74][N:75]=2)[CH:61]=[CH:62][C:63]=1[F:64]. The catalyst is O1CCCC1.C(OC)(C)(C)C. The product is [Cl:57][C:58]1[CH:59]=[C:60]([N:65]2[C:69](=[O:70])[O:68][N:67]=[C:66]2[C:71]2[C:72]([NH:76][CH2:22][CH2:21][NH:20][C:1]([C:8]3[CH:9]=[CH:10][CH:11]=[CH:12][CH:13]=3)([C:14]3[CH:19]=[CH:18][CH:17]=[CH:16][CH:15]=3)[C:2]3[CH:7]=[CH:6][CH:5]=[CH:4][CH:3]=3)=[N:73][O:74][N:75]=2)[CH:61]=[CH:62][C:63]=1[F:64]. The yield is 0.740.